This data is from Full USPTO retrosynthesis dataset with 1.9M reactions from patents (1976-2016). The task is: Predict the reactants needed to synthesize the given product. (1) Given the product [CH3:14][O:13][C:7]1[CH:8]=[C:9]2[C:4](=[CH:5][CH:6]=1)[C:3]([O:15][CH2:16][O:17][CH3:18])=[C:2]([C:25]1[CH:24]=[CH:23][CH:22]=[C:21]([C:20]([F:31])([F:30])[F:19])[CH:26]=1)[C:11]([CH3:12])=[CH:10]2, predict the reactants needed to synthesize it. The reactants are: Br[C:2]1[C:11]([CH3:12])=[CH:10][C:9]2[C:4](=[CH:5][CH:6]=[C:7]([O:13][CH3:14])[CH:8]=2)[C:3]=1[O:15][CH2:16][O:17][CH3:18].[F:19][C:20]([F:31])([F:30])[C:21]1[CH:22]=[C:23](B(O)O)[CH:24]=[CH:25][CH:26]=1.C(=O)([O-])[O-].[Na+].[Na+]. (2) Given the product [CH2:1]([N:3]1[C:11]2[CH:10]=[C:9]([C:12]([OH:14])=[O:13])[CH:8]=[C:7]3[N:15]([CH3:24])[S:16](=[O:22])(=[O:23])[CH:17]=[CH:18][C:5]([C:6]=23)=[CH:4]1)[CH3:2], predict the reactants needed to synthesize it. The reactants are: [CH2:1]([N:3]1[C:11]2[CH:10]=[C:9]([C:12]([OH:14])=[O:13])[CH:8]=[C:7]3[N:15]([CH3:24])[S:16](=[O:23])(=[O:22])[C:17](C(O)=O)=[CH:18][C:5]([C:6]=23)=[CH:4]1)[CH3:2]. (3) Given the product [CH3:1][O:2][C:3](=[O:15])[C:4]1[CH:9]=[CH:8][CH:7]=[C:6]([O:10][CH2:11][CH2:12][CH2:13][N:22]2[CH2:27][CH2:26][CH2:25][CH2:24][CH2:23]2)[CH:5]=1, predict the reactants needed to synthesize it. The reactants are: [CH3:1][O:2][C:3](=[O:15])[C:4]1[CH:9]=[CH:8][CH:7]=[C:6]([O:10][CH2:11][CH2:12][CH2:13]I)[CH:5]=1.C([O-])([O-])=O.[Na+].[Na+].[NH:22]1[CH2:27][CH2:26][CH2:25][CH2:24][CH2:23]1.[Al]. (4) The reactants are: C(O)=O.OS([O-])(=O)=O.[K+].[Cl:10][C:11]1[CH:12]=[C:13]2[N:36](COCC[Si](C)(C)C)[C:35]([O:45][C@H:46]3[C@H:50]4[O:51][CH2:52][C@@H:53]([OH:54])[C@H:49]4[O:48][CH2:47]3)=[N:34][C:14]2=[N:15][C:16]=1[C:17]1[CH:22]=[CH:21][C:20]([C:23]2[CH:28]=[CH:27][C:26]([N:29]3[CH:33]=[CH:32][CH:31]=[N:30]3)=[CH:25][CH:24]=2)=[CH:19][CH:18]=1.[OH-].[Na+]. Given the product [Cl:10][C:11]1[CH:12]=[C:13]2[NH:36][C:35]([O:45][C@H:46]3[C@H:50]4[O:51][CH2:52][C@@H:53]([OH:54])[C@H:49]4[O:48][CH2:47]3)=[N:34][C:14]2=[N:15][C:16]=1[C:17]1[CH:18]=[CH:19][C:20]([C:23]2[CH:28]=[CH:27][C:26]([N:29]3[CH:33]=[CH:32][CH:31]=[N:30]3)=[CH:25][CH:24]=2)=[CH:21][CH:22]=1, predict the reactants needed to synthesize it. (5) Given the product [Cl:45][C:32]1[CH:31]=[C:30]([CH:35]=[CH:34][C:33]=1[O:36][CH2:37][C:38]1[CH:43]=[CH:42][CH:41]=[C:40]([F:44])[CH:39]=1)[NH:29][C:24]1[C:23]([C:22]#[C:21][C:19]2[N:20]=[C:15]([CH2:14][NH:13][C:1]([NH:3][CH3:4])=[O:2])[CH:16]=[CH:17][CH:18]=2)=[CH:28][N:27]=[CH:26][N:25]=1, predict the reactants needed to synthesize it. The reactants are: [C:1](N1C=CN=C1)([N:3]1C=CN=[CH:4]1)=[O:2].[NH2:13][CH2:14][C:15]1[N:20]=[C:19]([C:21]#[C:22][C:23]2[C:24]([NH:29][C:30]3[CH:35]=[CH:34][C:33]([O:36][CH2:37][C:38]4[CH:43]=[CH:42][CH:41]=[C:40]([F:44])[CH:39]=4)=[C:32]([Cl:45])[CH:31]=3)=[N:25][CH:26]=[N:27][CH:28]=2)[CH:18]=[CH:17][CH:16]=1.C(O)(C(F)(F)F)=O.CCN(C(C)C)C(C)C.CN. (6) Given the product [F:19][CH2:11][C:4]1[CH:3]=[C:2]([CH3:1])[C:7]([N+:8]([O-:10])=[O:9])=[CH:6][N:5]=1, predict the reactants needed to synthesize it. The reactants are: [CH3:1][C:2]1[C:7]([N+:8]([O-:10])=[O:9])=[CH:6][N:5]=[C:4]([CH2:11]O)[CH:3]=1.CCN(S(F)(F)[F:19])CC. (7) Given the product [Cl:11][C:12]1[N:17]=[C:16]([C:7]2[C:2]([Cl:1])=[N:3][CH:4]=[CH:5][CH:6]=2)[CH:15]=[CH:14][N:13]=1, predict the reactants needed to synthesize it. The reactants are: [Cl:1][C:2]1[C:7](B(O)O)=[CH:6][CH:5]=[CH:4][N:3]=1.[Cl:11][C:12]1[N:17]=[C:16](Cl)[CH:15]=[CH:14][N:13]=1.C(=O)([O-])[O-].[Na+].[Na+]. (8) Given the product [CH3:18][O:16][C:15](=[O:17])[CH2:14][C:6]1[CH:7]=[CH:8][C:9]([N+:11]([O-:13])=[O:12])=[CH:10][C:5]=1[N+:2]([O-:4])=[O:3], predict the reactants needed to synthesize it. The reactants are: Cl.[N+:2]([C:5]1[CH:10]=[C:9]([N+:11]([O-:13])=[O:12])[CH:8]=[CH:7][C:6]=1[CH2:14][C:15]([OH:17])=[O:16])([O-:4])=[O:3].[CH3:18]O. (9) Given the product [CH2:23]([O:1][CH2:2][CH2:3][N:4]1[C:5](=[O:14])[C:6]2[C:11](=[CH:10][CH:9]=[CH:8][CH:7]=2)[C:12]1=[O:13])[C:20]1[CH:21]=[CH:22][CH:17]=[CH:18][CH:19]=1, predict the reactants needed to synthesize it. The reactants are: [OH:1][CH2:2][CH2:3][N:4]1[C:12](=[O:13])[C:11]2[C:6](=[CH:7][CH:8]=[CH:9][CH:10]=2)[C:5]1=[O:14].[H-].[Na+].[CH:17]1[CH:22]=[CH:21][C:20]([CH2:23]Br)=[CH:19][CH:18]=1. (10) Given the product [C:1]([O:5][CH2:6][CH2:7][CH2:8][CH2:9][CH2:10][CH2:11][O:12][C:13]1[CH:34]=[CH:33][C:16]([C:17]([O:19][C:20]2[CH:32]=[CH:31][C:23]([C:24]([OH:26])=[O:25])=[CH:22][CH:21]=2)=[O:18])=[CH:15][CH:14]=1)(=[O:4])[CH:2]=[CH2:3], predict the reactants needed to synthesize it. The reactants are: [C:1]([O:5][CH2:6][CH2:7][CH2:8][CH2:9][CH2:10][CH2:11][O:12][C:13]1[CH:34]=[CH:33][C:16]([C:17]([O:19][C:20]2[CH:32]=[CH:31][C:23]([C:24]([O:26]COCC)=[O:25])=[CH:22][CH:21]=2)=[O:18])=[CH:15][CH:14]=1)(=[O:4])[CH:2]=[CH2:3].C1(C)C=CC(S([O-])(=O)=O)=CC=1.[NH+]1C=CC=CC=1.COC1C=CC(O)=CC=1.